From a dataset of Blood-brain barrier permeability regression values from the B3DB database. Regression/Classification. Given a drug SMILES string, predict its absorption, distribution, metabolism, or excretion properties. Task type varies by dataset: regression for continuous measurements (e.g., permeability, clearance, half-life) or binary classification for categorical outcomes (e.g., BBB penetration, CYP inhibition). For this dataset (b3db_regression), we predict Y. (1) The molecule is CCCCCC1(C(=O)NC(=O)NC1=O)CC. The Y is 0.0900 log(BB ratio). (2) The molecule is CCCC(C)(COC(=O)N)COC(=O)N. The Y is -0.150 log(BB ratio). (3) The drug is C(CN)CS(=O)(=O)O. The Y is -0.400 log(BB ratio). (4) The molecule is CCCN1C2=C(C(=O)N(C1=O)CCC)NC(=N2)C3CCC(=O)C3. The Y is -1.40 log(BB ratio). (5) The molecule is CC1OCC2C(O1)C(C(C(O2)OC3C4COC(=O)C4C(C5=CC6=C(C=C35)OCO6)C7=CC(=C(C(=C7)OC)O)OC)O)O. The Y is -2.00 log(BB ratio). (6) The compound is CC1=C2C(=CC=C1)[C@@H]3CN(CC[C@@]3(C4=CC=CC=C4O2)O)C. The Y is 0.820 log(BB ratio). (7) The compound is CCO. The Y is -0.200 log(BB ratio). (8) The molecule is CS(=O)(=O)NC1CCC(CC1)CCN2CCN(CC2)C3=C(C(=CC=C3)Cl)Cl. The Y is 1.00 log(BB ratio).